Dataset: Forward reaction prediction with 1.9M reactions from USPTO patents (1976-2016). Task: Predict the product of the given reaction. Given the reactants Br[C:2]1[CH:3]=[C:4]([CH:7]=[CH:8][CH:9]=1)[CH:5]=[O:6].[CH2:10]([OH:14])[CH2:11][C:12]#[CH:13].C(N(CC)CC)C, predict the reaction product. The product is: [OH:14][CH2:10][CH2:11][C:12]#[C:13][C:2]1[CH:3]=[C:4]([CH:7]=[CH:8][CH:9]=1)[CH:5]=[O:6].